Dataset: Forward reaction prediction with 1.9M reactions from USPTO patents (1976-2016). Task: Predict the product of the given reaction. Given the reactants [C:1]([O:5][C@@H:6]([C:11]1[C:42]([CH3:43])=[N:41][C:40]2=[CH:44][C:37]3=[N:38][N:39]2[C:12]=1[C:13]1[CH:47]=[C:46]2[C:16]([O:17][CH2:18][CH2:19][N:20]2[CH2:21][CH:22]=[CH:23][CH2:24][CH2:25][C:26]2[CH:27]=[CH:28][CH:29]=[CH:30][C:31]=2[C:32]2[CH:45]=[C:36]3[CH:35]=[CH:34][CH:33]=2)=[CH:15][C:14]=1[CH3:48])[C:7]([O:9][CH3:10])=[O:8])([CH3:4])([CH3:3])[CH3:2], predict the reaction product. The product is: [C:1]([O:5][C@@H:6]([C:11]1[C:42]([CH3:43])=[N:41][C:40]2=[CH:44][C:37]3=[N:38][N:39]2[C:12]=1[C:13]1[CH:47]=[C:46]2[C:16]([O:17][CH2:18][CH2:19][N:20]2[CH2:21][CH2:22][CH2:23][CH2:24][CH2:25][C:26]2[CH:27]=[CH:28][CH:29]=[CH:30][C:31]=2[C:32]2[CH:45]=[C:36]3[CH:35]=[CH:34][CH:33]=2)=[CH:15][C:14]=1[CH3:48])[C:7]([O:9][CH3:10])=[O:8])([CH3:4])([CH3:3])[CH3:2].